Dataset: Reaction yield outcomes from USPTO patents with 853,638 reactions. Task: Predict the reaction yield, written as a fraction of the theoretical maximum amount of product (1.0 means a 100% yield; for example, 0.34 means a 34% yield). (1) The reactants are [C:1]([C:5]1[CH:10]=[CH:9][C:8]([N+:11]([O-])=O)=[CH:7][C:6]=1[O:14][CH3:15])([CH3:4])([CH3:3])[CH3:2].C([O-])=O.[K+]. The catalyst is CCO.O.[Pd]. The product is [C:1]([C:5]1[CH:10]=[CH:9][C:8]([NH2:11])=[CH:7][C:6]=1[O:14][CH3:15])([CH3:4])([CH3:2])[CH3:3]. The yield is 0.720. (2) The reactants are O=C1C2C(=CC=CC=2)C(=O)[N:3]1[CH2:12][C@H:13]([NH:27][C:28]([C@H:30]1[CH2:32][C@@H:31]1[C:33]1[S:34][CH:35]=[CH:36][CH:37]=1)=[O:29])[C:14]1[CH:19]=[CH:18][C:17]([O:20][CH2:21][C@@H:22]([CH3:25])[CH2:23][CH3:24])=[CH:16][C:15]=1[CH3:26].NN. The catalyst is CCO. The product is [NH2:3][CH2:12][C@H:13]([NH:27][C:28]([C@H:30]1[CH2:32][C@@H:31]1[C:33]1[S:34][CH:35]=[CH:36][CH:37]=1)=[O:29])[C:14]1[CH:19]=[CH:18][C:17]([O:20][CH2:21][C@@H:22]([CH3:25])[CH2:23][CH3:24])=[CH:16][C:15]=1[CH3:26]. The yield is 0.510. (3) The reactants are [O:1]1[C:5]2[CH:6]=[CH:7][C:8]([CH2:10][CH2:11][C:12]([NH:14][C:15]3[CH:24]=[CH:23][C:18]([C:19](OC)=[O:20])=[CH:17][CH:16]=3)=[O:13])=[CH:9][C:4]=2[O:3][CH2:2]1.O.[NH2:26][NH2:27]. The yield is 0.650. The product is [O:1]1[C:5]2[CH:6]=[CH:7][C:8]([CH2:10][CH2:11][C:12]([NH:14][C:15]3[CH:24]=[CH:23][C:18]([C:19]([NH:26][NH2:27])=[O:20])=[CH:17][CH:16]=3)=[O:13])=[CH:9][C:4]=2[O:3][CH2:2]1. The catalyst is CCO. (4) The reactants are [Br:1][C:2]1[CH:3]=[C:4]2[C:9](=[CH:10][CH:11]=1)[N:8]=[CH:7][CH:6]=[C:5]2[Cl:12].Cl.C(OCC)C. The catalyst is C1COCC1. The product is [ClH:12].[Br:1][C:2]1[CH:3]=[C:4]2[C:9](=[CH:10][CH:11]=1)[N:8]=[CH:7][CH:6]=[C:5]2[Cl:12]. The yield is 1.00. (5) The reactants are [C:1]([NH:5][S:6]([C:9]1(C)[CH2:11][CH2:10]1)(=[O:8])=[O:7])([CH3:4])([CH3:3])[CH3:2].[C:13]([O:21]C)(=O)[C:14]1[CH:19]=[CH:18][CH:17]=[CH:16][CH:15]=1. No catalyst specified. The product is [C:1]([NH:5][S:6]([C:9]1([C:13](=[O:21])[C:14]2[CH:15]=[CH:16][CH:17]=[CH:18][CH:19]=2)[CH2:11][CH2:10]1)(=[O:8])=[O:7])([CH3:4])([CH3:2])[CH3:3]. The yield is 0.660. (6) The reactants are [C:1]([O:7][C:8]([CH3:11])([CH3:10])[CH3:9])(=[O:6])[CH2:2][C:3]([CH3:5])=O.[C:12]1([CH3:20])[CH:17]=[CH:16][C:15]([CH:18]=O)=[CH:14][CH:13]=1.N1CCCCC1.[NH2:27][C:28]([CH2:35][NH:36][C:37]([O:39][C:40]([CH3:43])([CH3:42])[CH3:41])=[O:38])=[CH:29][C:30]([O:32][CH2:33][CH3:34])=[O:31]. The catalyst is C(OCC)(=O)C.C(O)C. The product is [C:40]([O:39][C:37]([NH:36][CH2:35][C:28]1[NH:27][C:3]([CH3:5])=[C:2]([C:1]([O:7][C:8]([CH3:11])([CH3:10])[CH3:9])=[O:6])[CH:18]([C:15]2[CH:16]=[CH:17][C:12]([CH3:20])=[CH:13][CH:14]=2)[C:29]=1[C:30]([O:32][CH2:33][CH3:34])=[O:31])=[O:38])([CH3:43])([CH3:42])[CH3:41]. The yield is 0.180. (7) The reactants are [OH:1][C@H:2]([C:36]1[CH:45]=[CH:44][C:43]([OH:46])=[C:42]2[C:37]=1[CH:38]=[CH:39][C:40](=[O:47])[NH:41]2)[CH2:3][NH:4][CH2:5][CH2:6][CH2:7][CH2:8][CH2:9][CH2:10][CH2:11][CH2:12][CH2:13][N:14]1[CH2:19][CH2:18][CH:17]([O:20][C:21](=[O:35])[NH:22][C:23]2[CH:28]=[CH:27][CH:26]=[CH:25][C:24]=2[C:29]2[CH:34]=[CH:33][CH:32]=[CH:31][CH:30]=2)[CH2:16][CH2:15]1.[C:48]1([S:62]([OH:65])(=[O:64])=[O:63])[C:57]2[CH:56]=[CH:55][CH:54]=[C:53]([S:58]([OH:61])(=[O:60])=[O:59])[C:52]=2[CH:51]=[CH:50][CH:49]=1. The yield is 0.800. The catalyst is CO. The product is [C:48]1([S:62]([OH:65])(=[O:64])=[O:63])[C:57]2[CH:56]=[CH:55][CH:54]=[C:53]([S:58]([OH:61])(=[O:60])=[O:59])[C:52]=2[CH:51]=[CH:50][CH:49]=1.[OH:1][C@H:2]([C:36]1[CH:45]=[CH:44][C:43]([OH:46])=[C:42]2[C:37]=1[CH:38]=[CH:39][C:40](=[O:47])[NH:41]2)[CH2:3][NH:4][CH2:5][CH2:6][CH2:7][CH2:8][CH2:9][CH2:10][CH2:11][CH2:12][CH2:13][N:14]1[CH2:15][CH2:16][CH:17]([O:20][C:21](=[O:35])[NH:22][C:23]2[CH:28]=[CH:27][CH:26]=[CH:25][C:24]=2[C:29]2[CH:30]=[CH:31][CH:32]=[CH:33][CH:34]=2)[CH2:18][CH2:19]1. (8) The yield is 0.600. The catalyst is C(OCC)(=O)C. The product is [NH2:1][C:2]1[C:3]2[N:20]([CH2:21][CH:22]([OH:28])[CH2:23][C:24]([O:26][CH3:27])=[O:25])[C:9]([NH:11][C:12]3[CH:17]=[CH:16][C:15]([Cl:18])=[CH:14][C:13]=3[Cl:19])=[N:8][C:4]=2[CH:5]=[CH:6][CH:7]=1. The reactants are [NH2:1][C:2]1[CH:7]=[CH:6][CH:5]=[C:4]([NH:8][C:9]([NH:11][C:12]2[CH:17]=[CH:16][C:15]([Cl:18])=[CH:14][C:13]=2[Cl:19])=S)[C:3]=1[NH:20][CH2:21][CH:22]([OH:28])[CH2:23][C:24]([O:26][CH3:27])=[O:25].Cl.C(N=C=NCCCN(C)C)C.O1CCCC1.